From a dataset of Forward reaction prediction with 1.9M reactions from USPTO patents (1976-2016). Predict the product of the given reaction. (1) Given the reactants [CH3:1][NH:2][C@H:3]1[CH2:7][CH2:6][N:5]([C:8]([C:10]2[CH:15]=[CH:14][CH:13]=[CH:12][CH:11]=2)=[O:9])[CH2:4]1.[C:16]([N:23]1[CH2:26][CH2:25][C:24]1=O)([O:18][C:19]([CH3:22])([CH3:21])[CH3:20])=[O:17].[BH-](OC(C)=O)(OC(C)=O)OC(C)=O.[Na+].C([O-])(O)=O.[Na+], predict the reaction product. The product is: [C:19]([O:18][C:16]([N:23]1[CH2:26][CH:25]([N:2]([C@H:3]2[CH2:7][CH2:6][N:5]([C:8](=[O:9])[C:10]3[CH:15]=[CH:14][CH:13]=[CH:12][CH:11]=3)[CH2:4]2)[CH3:1])[CH2:24]1)=[O:17])([CH3:22])([CH3:21])[CH3:20]. (2) Given the reactants [Cl:1][C:2]1[CH:14]=[CH:13][C:12]([Cl:15])=[CH:11][C:3]=1[C:4]([NH:6][CH2:7][CH:8]=[N:9][OH:10])=[O:5].CN(C1C=CC(N=NC2C=CC(S(O)(=O)=O)=CC=2)=CC=1)C.[CH3:37][OH:38].Cl.C([BH3-])#N.[Na+], predict the reaction product. The product is: [Cl:1][C:2]1[CH:14]=[CH:13][C:12]([Cl:15])=[CH:11][C:3]=1[C:4]([NH:6][CH2:7][CH2:8][N:9]([CH:37]=[O:38])[OH:10])=[O:5].